Dataset: CYP2C9 inhibition data for predicting drug metabolism from PubChem BioAssay. Task: Regression/Classification. Given a drug SMILES string, predict its absorption, distribution, metabolism, or excretion properties. Task type varies by dataset: regression for continuous measurements (e.g., permeability, clearance, half-life) or binary classification for categorical outcomes (e.g., BBB penetration, CYP inhibition). Dataset: cyp2c9_veith. (1) The compound is CC1CC2(CCCCC2)N2C(=O)C(=O)c3cccc1c32. The result is 1 (inhibitor). (2) The compound is CS(=O)(=O)Nc1cccc(-c2cc(NCc3ccccc3)ncn2)c1. The result is 0 (non-inhibitor). (3) The compound is COc1ccc(N2CCN(C(=O)c3ccc(OCc4c(C)noc4C)c(OC)c3)CC2)cc1. The result is 1 (inhibitor). (4) The compound is COCCn1c(=O)cnc2cnc(N(C)C)nc21. The result is 0 (non-inhibitor). (5) The result is 0 (non-inhibitor). The compound is COc1nnc(OC)c2ccccc12. (6) The compound is CS(=O)(=O)N(CC(=O)Nc1cccc(F)c1)c1cccc([N+](=O)[O-])c1. The result is 1 (inhibitor). (7) The compound is N#Cc1nc(-c2ccc(OCc3ccccc3)cc2)oc1NCCN1CCOCC1. The result is 1 (inhibitor).